From a dataset of Forward reaction prediction with 1.9M reactions from USPTO patents (1976-2016). Predict the product of the given reaction. (1) The product is: [C:1]([N:9]1[CH2:26][CH2:25][C:12]2([CH2:17][CH2:16][NH:15][CH2:14][CH2:13]2)[CH2:11][CH2:10]1)(=[O:8])[C:2]1[CH:3]=[CH:4][CH:5]=[CH:6][CH:7]=1. Given the reactants [C:1]([N:9]1[CH2:26][CH2:25][C:12]2([CH2:17][CH2:16][N:15](C(OC(C)(C)C)=O)[CH2:14][CH2:13]2)[CH2:11][CH2:10]1)(=[O:8])[C:2]1[CH:7]=[CH:6][CH:5]=[CH:4][CH:3]=1, predict the reaction product. (2) Given the reactants I[C:2]1[CH:7]=[CH:6][C:5]([Br:8])=[CH:4][C:3]=1[CH2:9][CH3:10].[CH2:11]([C:17]1[CH:22]=[CH:21][C:20]([C:23]#[CH:24])=[CH:19][CH:18]=1)[CH2:12][CH2:13][CH2:14]CC.O.CCCCCCC, predict the reaction product. The product is: [Br:8][C:5]1[CH:6]=[CH:7][C:2]([C:24]#[C:23][C:20]2[CH:21]=[CH:22][C:17]([CH2:11][CH2:12][CH2:13][CH3:14])=[CH:18][CH:19]=2)=[C:3]([CH2:9][CH3:10])[CH:4]=1. (3) Given the reactants [S:1](=[O:5])(=[O:4])([OH:3])[NH2:2].C(=O)([O-])[O-].[NH2:10][C:11]([NH2:13])=[NH2+:12].[NH2:10][C:11]([NH2:13])=[NH2+:12], predict the reaction product. The product is: [S:1](=[O:4])(=[O:3])([O-:5])[NH2:2].[NH2:12][C:11]([NH2:13])=[NH2+:10]. (4) Given the reactants Br[C:2]1[CH:6]=[CH:5][S:4][C:3]=1[C:7]#[N:8].[F:9][C:10]1[CH:15]=[CH:14][C:13]([N+:16]([O-:18])=[O:17])=[CH:12][C:11]=1B1OC(C)(C)C(C)(C)O1, predict the reaction product. The product is: [F:9][C:10]1[CH:15]=[CH:14][C:13]([N+:16]([O-:18])=[O:17])=[CH:12][C:11]=1[C:2]1[CH:6]=[CH:5][S:4][C:3]=1[C:7]#[N:8]. (5) Given the reactants [Cl:1][C:2]1[C:3]2[N:4]([C:8]([CH:11]3[CH2:16][CH2:15][N:14]([CH3:17])[C:13](=[O:18])[CH2:12]3)=[N:9][CH:10]=2)[CH:5]=[CH:6][N:7]=1.[Br:19]N1C(=O)CCC1=O, predict the reaction product. The product is: [Br:19][C:10]1[N:9]=[C:8]([CH:11]2[CH2:16][CH2:15][N:14]([CH3:17])[C:13](=[O:18])[CH2:12]2)[N:4]2[CH:5]=[CH:6][N:7]=[C:2]([Cl:1])[C:3]=12.